From a dataset of Reaction yield outcomes from USPTO patents with 853,638 reactions. Predict the reaction yield, written as a fraction of the theoretical maximum amount of product (1.0 means a 100% yield; for example, 0.34 means a 34% yield). (1) The reactants are [CH3:1][C:2]1([CH3:20])[C:11]2[C:6](=[CH:7][CH:8]=[C:9]([CH3:12])[CH:10]=2)[NH:5][CH:4]([C:13]2[CH:14]=[C:15]([NH2:19])[CH:16]=[CH:17][CH:18]=2)[CH2:3]1.N1C=CC=CC=1.[F:27][C:28]1[CH:33]=[CH:32][CH:31]=[CH:30][C:29]=1[S:34](Cl)(=[O:36])=[O:35]. The catalyst is ClCCl. The product is [F:27][C:28]1[CH:33]=[CH:32][CH:31]=[CH:30][C:29]=1[S:34]([NH:19][C:15]1[CH:16]=[CH:17][CH:18]=[C:13]([CH:4]2[CH2:3][C:2]([CH3:20])([CH3:1])[C:11]3[C:6](=[CH:7][CH:8]=[C:9]([CH3:12])[CH:10]=3)[NH:5]2)[CH:14]=1)(=[O:36])=[O:35]. The yield is 0.470. (2) The reactants are [Cl-].[O:2]1[CH:6]=[CH:5][N:4]=[C:3]1[Zn+].Cl[C:9]1[N:14]=[C:13]([NH:15][C:16]([CH:18]2[CH2:20][CH2:19]2)=[O:17])[CH:12]=[N:11][C:10]=1[C:21]1[CH:26]=[CH:25][N:24]=[CH:23][CH:22]=1. The catalyst is C1COCC1.C1C=CC([P]([Pd]([P](C2C=CC=CC=2)(C2C=CC=CC=2)C2C=CC=CC=2)([P](C2C=CC=CC=2)(C2C=CC=CC=2)C2C=CC=CC=2)[P](C2C=CC=CC=2)(C2C=CC=CC=2)C2C=CC=CC=2)(C2C=CC=CC=2)C2C=CC=CC=2)=CC=1. The product is [O:2]1[CH:6]=[CH:5][N:4]=[C:3]1[C:9]1[N:14]=[C:13]([NH:15][C:16]([CH:18]2[CH2:20][CH2:19]2)=[O:17])[CH:12]=[N:11][C:10]=1[C:21]1[CH:22]=[CH:23][N:24]=[CH:25][CH:26]=1. The yield is 0.260. (3) The reactants are [C:1]([CH2:20][CH2:21][OH:22])([C:4]([C:7]([C:10]([C:13]([C:16]([F:19])([F:18])[F:17])([F:15])[F:14])([F:12])[F:11])([F:9])[F:8])([F:6])[F:5])([F:3])[F:2].O1CCCC1.[OH-].[Na+].Br[CH2:31][CH2:32][CH2:33][CH2:34][CH3:35]. The catalyst is [Cl-].C([N+](CC)(CC)CC)C1C=CC=CC=1.O.C1CCCCC1. The product is [C:1]([CH2:20][CH2:21][O:22][CH2:31][CH2:32][CH2:33][CH2:34][CH3:35])([C:4]([C:7]([C:10]([C:13]([C:16]([F:17])([F:18])[F:19])([F:14])[F:15])([F:12])[F:11])([F:9])[F:8])([F:6])[F:5])([F:3])[F:2]. The yield is 0.720. (4) The reactants are Cl[C:2]1[C:11]([N:12]([CH3:16])[CH:13]([CH3:15])[CH3:14])=[N:10][C:9]2[C:4](=[CH:5][CH:6]=[C:7]([C:17]([O:19][CH3:20])=[O:18])[CH:8]=2)[N:3]=1.CC1(C)OB([C:27]2[CH:31]=[CH:30][N:29]([Si:32]([CH:39]([CH3:41])[CH3:40])([CH:36]([CH3:38])[CH3:37])[CH:33]([CH3:35])[CH3:34])[CH:28]=2)OC1(C)C.C(=O)([O-])[O-].[Na+].[Na+]. The catalyst is O1CCOCC1.O.C1C=CC([P]([Pd]([P](C2C=CC=CC=2)(C2C=CC=CC=2)C2C=CC=CC=2)([P](C2C=CC=CC=2)(C2C=CC=CC=2)C2C=CC=CC=2)[P](C2C=CC=CC=2)(C2C=CC=CC=2)C2C=CC=CC=2)(C2C=CC=CC=2)C2C=CC=CC=2)=CC=1. The product is [CH3:16][N:12]([CH:13]([CH3:15])[CH3:14])[C:11]1[C:2]([C:27]2[CH:31]=[CH:30][N:29]([Si:32]([CH:36]([CH3:38])[CH3:37])([CH:39]([CH3:41])[CH3:40])[CH:33]([CH3:34])[CH3:35])[CH:28]=2)=[N:3][C:4]2[C:9]([N:10]=1)=[CH:8][C:7]([C:17]([O:19][CH3:20])=[O:18])=[CH:6][CH:5]=2. The yield is 0.530.